From a dataset of Experimentally validated miRNA-target interactions with 360,000+ pairs, plus equal number of negative samples. Binary Classification. Given a miRNA mature sequence and a target amino acid sequence, predict their likelihood of interaction. (1) The miRNA is hsa-miR-3529-3p with sequence AACAACAAAAUCACUAGUCUUCCA. The protein sequence of the target gene is MNRFGTRLVGATATSSPPPKARSNENLDKIDMSLDDIIKLNRKEGKKQNFPRLNRRLLQQSGAQQFRMRVRWGIQQNSGFGKTSLNRRGRVMPGKRRPNGVITGLAARKTTGIRKGISPMNRPPLSDKNIEQYFPVLKRKANLLRQNEGQRKPVAVLKRPSQLSRKNNIPANFTRSGNKLNHQKDTRQATFLFRRGLKVQAQLNTEQLLDDVVAKRTRQWRTSTTNGGILTVSIDNPGAVQCPVTQKPRLTRTAVPSFLTKREQSDVKKVPKGVPLQFDINSVGKQTGMTLNERFGILKE.... Result: 1 (interaction). (2) The miRNA is mmu-miR-7b-5p with sequence UGGAAGACUUGUGAUUUUGUUGUU. The protein sequence of the target gene is MSAAQGWDRNRRRGGGAAGGASGVSGAGAAGGGRGTGQLNRFVQLSGRPHLPGKKKIRWDPVRRRFIQSCPIIRIPNRFLRGHRPPPARSGHRCVADNTNLYVFGGYNPDYDESGGPDNEDYPLFRELWRYHFATGVWHQMGTDGYMPRELASMSLVLHGNNLLVFGGTGIPFGESNGNDVHVCNVKYKRWALLSCRGKRPSRIYGQAMALINGSLYVFGGTTGYIYSTDLHKLDLNTMVWTQLKPNNLSCDLPEERYRHEIAHDGQRIYILGGGTSWTAYSLNKIHAYNLETNAWEEIA.... Result: 1 (interaction). (3) The miRNA is hsa-miR-30b-3p with sequence CUGGGAGGUGGAUGUUUACUUC. The protein sequence of the target gene is MSSFDLPAPSPPRCSPQFPSIGQEPPEMNLYYENFFHPQGVPSPQRPSFEGGGEYGATPNPYLWFNGPTMTPPPYLPGPNASPFLPQAYGVQRPLLPSVSGLGGSDLGWLPIPSQEELMKLVRPPYSYSALIAMAIHGAPDKRLTLSQIYQYVADNFPFYNKSKAGWQNSIRHNLSLNDCFKKVPRDEDDPGKGNYWTLDPNCEKMFDNGNFRRKRKRKSDVSSSTASLALEKTESSLPVDSPKTTEPQDILDGASPGGTTSSPEKRPSPPPSGAPCLNSFLSSMTAYVSGGSPTSHPLV.... Result: 0 (no interaction). (4) The miRNA is mmu-miR-25-3p with sequence CAUUGCACUUGUCUCGGUCUGA. The protein sequence of the target gene is MEPGTNSFQVEFPDFSSTILQKLNQQRQQGQLCDVSIVVQGHIFQAHKAVLAASSPYFCDQVLLKNSRRIVLPDVMNPRVFENILLFSYTGRLVMPAPEIVSYLTAASFLQMWHVVDKCTEVLEGNPTVLCQKLNHGSDHQSPSSSNYNGLVESFELGSGGHTDFPKAQELRDGENEEESTKDELSSQVTEHEYLPSNSSTEHDRLSTEMASQDGEEGTNDSTEFHYTRPLYSKPSIMAHRRWIHVKPERLEQAWDGMDVHAAYDEHQVTESVNTMQTDHSAQPSGAEEEFQIVEKKVEV.... Result: 0 (no interaction). (5) The miRNA is hsa-miR-660-5p with sequence UACCCAUUGCAUAUCGGAGUUG. The protein sequence of the target gene is MAPSPLAWLLRLAAFFHLCTLLPGQHLGMTKCEIMCDKMTSRIPVALLIRYQLNQESCGKRAIVLETTQHRRFCADPKEKWVQDAMKHLDHQAAALTKNGGKFEKRVDNVTPGITLATRGLSPSALTKPESATLEDLALELTTISQEARGTMGTSQEPPAAVTGSSLSTSEAQDAGLTAKPQSIGSFEAADISTTVWPSPAVYQSGSSSWAEEKATESPSTTAPSPQVSTTSPSTPEENVGSEGQPPWVQGQDLSPEKSLGSEEINPVHTDNFQERGPGNTVHPSVAPISSEETPSPELV.... Result: 0 (no interaction). (6) The miRNA is hsa-miR-4712-5p with sequence UCCAGUACAGGUCUCUCAUUUC. The protein sequence of the target gene is MERFRLEKKLPGPDEEAVVDLGKTSSTVNTKFEKEELESHRAVYIGVHVPFSKESRRRHRHRGHKHHHRRRKDKESDKEDGRESPSYDTPSQRVQFILGTEDDDEEHIPHDLFTEMDELCYRDGEEYEWKETARWLKFEEDVEDGGDRWSKPYVATLSLHSLFELRSCILNGTVMLDMRASTLDEIADMVLDNMIASGQLDESIRENVREALLKRHHHQNEKRFTSRIPLVRSFADIGKKHSDPHLLERNGEGLSASRHSLRTGLSASNLSLRGESPLSLLLGHLLPSSRAGTPAGSRCT.... Result: 0 (no interaction). (7) The miRNA is mmu-miR-9-5p with sequence UCUUUGGUUAUCUAGCUGUAUGA. The protein sequence of the target gene is MGAHHPALGLLLLLLCPAQVFSQSCVWYGECGIATGDKRYNCKYSGPPKPLPKDGYDLVQELCPGLFFDNVSLCCDIQQLQTLKSNLQLPLQFLSRCPSCFYNLMTLFCELTCSPHQSQFLNVTATEDYFDPKTQENKTNVKELEYFVGQSFANAMYNACRDVEAPSSNEKALGLLCGRDARACNATNWIEYMFNKDNGQAPFTIIPVFSDLSILGMEPMRNATKGCNESVDEVTGPCSCQDCSIVCGPKPQPPPPPMPWRIWGLDAMYVIMWVTYVAFLFVFFGALLAVWCHRRRYFVS.... Result: 1 (interaction). (8) The miRNA is bta-miR-150 with sequence UCUCCCAACCCUUGUACCAGUGU. The protein sequence of the target gene is MYAQPVTNTKEVKWQKVLYERQPFPDNYVDRRFLEELRKNIHARKYQYWAVVFESSVVIQQLCSVCVFVVIWWYMDEGLLAPHWLLGTGLASSLIGYVLFDLIDGGEGRKKSGQTRWADLKSALVFITFTYGFSPVLKTLTESVSTDTIYAMSVFMLLGHLIFFDYGANAAIVSSTLSLNMAIFASVCLASRLPRSLHAFIMVTFAIQIFALWPMLQKKLKACTPRSYVGVTLLFAFSAVGGLLSISAVGAVLFALLLMSISCLCPFYLIRLQLFKENIHGPWDEAEIKEDLSRFLS. Result: 0 (no interaction).